Dataset: Merck oncology drug combination screen with 23,052 pairs across 39 cell lines. Task: Regression. Given two drug SMILES strings and cell line genomic features, predict the synergy score measuring deviation from expected non-interaction effect. (1) Cell line: LNCAP. Drug 1: CC1CC2C3CCC4=CC(=O)C=CC4(C)C3(F)C(O)CC2(C)C1(O)C(=O)CO. Drug 2: O=C(NOCC(O)CO)c1ccc(F)c(F)c1Nc1ccc(I)cc1F. Synergy scores: synergy=7.04. (2) Drug 1: O=S1(=O)NC2(CN1CC(F)(F)F)C1CCC2Cc2cc(C=CCN3CCC(C(F)(F)F)CC3)ccc2C1. Drug 2: CCc1c2c(nc3ccc(O)cc13)-c1cc3c(c(=O)n1C2)COC(=O)C3(O)CC. Cell line: NCIH1650. Synergy scores: synergy=10.2. (3) Drug 1: O=S1(=O)NC2(CN1CC(F)(F)F)C1CCC2Cc2cc(C=CCN3CCC(C(F)(F)F)CC3)ccc2C1. Drug 2: COC1CC2CCC(C)C(O)(O2)C(=O)C(=O)N2CCCCC2C(=O)OC(C(C)CC2CCC(OP(C)(C)=O)C(OC)C2)CC(=O)C(C)C=C(C)C(O)C(OC)C(=O)C(C)CC(C)C=CC=CC=C1C. Synergy scores: synergy=15.0. Cell line: MDAMB436. (4) Drug 1: CCC1=CC2CN(C1)Cc1c([nH]c3ccccc13)C(C(=O)OC)(c1cc3c(cc1OC)N(C)C1C(O)(C(=O)OC)C(OC(C)=O)C4(CC)C=CCN5CCC31C54)C2. Drug 2: COC1CC2CCC(C)C(O)(O2)C(=O)C(=O)N2CCCCC2C(=O)OC(C(C)CC2CCC(OP(C)(C)=O)C(OC)C2)CC(=O)C(C)C=C(C)C(O)C(OC)C(=O)C(C)CC(C)C=CC=CC=C1C. Cell line: NCIH460. Synergy scores: synergy=6.45.